This data is from Full USPTO retrosynthesis dataset with 1.9M reactions from patents (1976-2016). The task is: Predict the reactants needed to synthesize the given product. (1) Given the product [Cl:26][C:4]1[N:3]=[C:2]([NH:30][C:27](=[O:29])[CH3:28])[CH:7]=[C:6]([C:8]2[C:16]3[C:11](=[N:12][CH:13]=[CH:14][CH:15]=3)[N:10]([S:17]([C:20]3[CH:21]=[CH:22][CH:23]=[CH:24][CH:25]=3)(=[O:19])=[O:18])[CH:9]=2)[CH:5]=1, predict the reactants needed to synthesize it. The reactants are: Cl[C:2]1[CH:7]=[C:6]([C:8]2[C:16]3[C:11](=[N:12][CH:13]=[CH:14][CH:15]=3)[N:10]([S:17]([C:20]3[CH:25]=[CH:24][CH:23]=[CH:22][CH:21]=3)(=[O:19])=[O:18])[CH:9]=2)[CH:5]=[C:4]([Cl:26])[N:3]=1.[C:27]([NH2:30])(=[O:29])[CH3:28].C(=O)([O-])[O-].[Cs+].[Cs+].CC1(C)C2C(=C(P(C3C=CC=CC=3)C3C=CC=CC=3)C=CC=2)OC2C(P(C3C=CC=CC=3)C3C=CC=CC=3)=CC=CC1=2. (2) Given the product [OH:27][CH2:28][CH2:29][O:30][C:31]1[N:36]=[CH:35][C:34]([NH:37][C:38]([NH:15][CH2:14][C:13]2[C:8]([N:5]3[CH2:4][CH2:3][CH:2]([CH3:1])[CH2:7][CH2:6]3)=[N:9][C:10]([C:16]([F:19])([F:17])[F:18])=[CH:11][CH:12]=2)=[O:39])=[CH:33][CH:32]=1, predict the reactants needed to synthesize it. The reactants are: [CH3:1][CH:2]1[CH2:7][CH2:6][N:5]([C:8]2[C:13]([CH2:14][NH2:15])=[CH:12][CH:11]=[C:10]([C:16]([F:19])([F:18])[F:17])[N:9]=2)[CH2:4][CH2:3]1.C(N(CC)CC)C.[OH:27][CH2:28][CH2:29][O:30][C:31]1[N:36]=[CH:35][C:34]([NH:37][C:38](=O)[O:39]C2C=CC=CC=2)=[CH:33][CH:32]=1.